From a dataset of Reaction yield outcomes from USPTO patents with 853,638 reactions. Predict the reaction yield, written as a fraction of the theoretical maximum amount of product (1.0 means a 100% yield; for example, 0.34 means a 34% yield). (1) The reactants are [CH2:1]([N:8]1[CH2:12][CH:11]([C:13]2[S:14][CH:15]=[C:16]([Br:18])[CH:17]=2)[CH:10]([C:19](Cl)=[O:20])[CH2:9]1)[C:2]1[CH:7]=[CH:6][CH:5]=[CH:4][CH:3]=1.[Al+3].[Cl-].[Cl-].[Cl-]. The catalyst is C(Cl)Cl. The product is [CH2:1]([N:8]1[CH2:12][CH:11]2[CH:10]([C:19](=[O:20])[C:17]3[C:16]([Br:18])=[CH:15][S:14][C:13]=32)[CH2:9]1)[C:2]1[CH:7]=[CH:6][CH:5]=[CH:4][CH:3]=1. The yield is 0.720. (2) The reactants are [C:1]([C:3]1[C:4]([CH:15]2[CH2:18][CH2:17][CH2:16]2)=[CH:5][C:6]([CH2:13][CH3:14])=[C:7]([CH:12]=1)[C:8]([O:10][CH3:11])=[O:9])#[N:2].O1CCCC1.P(OCC)(OCC)([S-])=[S:25]. The catalyst is O. The product is [C:1]([C:3]1[C:4]([CH:15]2[CH2:16][CH2:17][CH2:18]2)=[CH:5][C:6]([CH2:13][CH3:14])=[C:7]([CH:12]=1)[C:8]([O:10][CH3:11])=[O:9])(=[S:25])[NH2:2]. The yield is 0.380. (3) The reactants are [CH2:1]([N:3]1[C:8](=[O:9])[CH2:7][C:6](=[O:10])[N:5]([CH2:11][C:12]2[CH:17]=[CH:16][CH:15]=[CH:14][CH:13]=2)[C:4]1=[O:18])[CH3:2].C(N(C(C)C)CC)(C)C.[N:28]([CH2:31][C:32]([O:34]CC)=[O:33])=[C:29]=[O:30]. The catalyst is C(Cl)(Cl)Cl. The product is [CH2:1]([N:3]1[C:8]([OH:9])=[C:7]([C:29]([NH:28][CH2:31][C:32]([OH:34])=[O:33])=[O:30])[C:6](=[O:10])[N:5]([CH2:11][C:12]2[CH:17]=[CH:16][CH:15]=[CH:14][CH:13]=2)[C:4]1=[O:18])[CH3:2]. The yield is 0.640. (4) The reactants are [CH2:1]([O:8][CH:9]1[CH:16]2[CH:12]([O:13][C:14]([CH3:18])([CH3:17])[O:15]2)[O:11][CH:10]1[CH:19]1[CH2:23][O:22]C(C)(C)[O:20]1)[C:2]1[CH:7]=[CH:6][CH:5]=[CH:4][CH:3]=1. The catalyst is C(O)(=O)C. The product is [CH2:1]([O:8][CH:9]1[CH:16]2[CH:12]([O:13][C:14]([CH3:18])([CH3:17])[O:15]2)[O:11][CH:10]1[CH:19]([OH:20])[CH2:23][OH:22])[C:2]1[CH:7]=[CH:6][CH:5]=[CH:4][CH:3]=1. The yield is 0.800. (5) The reactants are C[O:2][C:3](=O)[CH2:4][CH2:5][C:6]1[S:10][C:9]2[CH:11]=[CH:12][CH:13]=[CH:14][C:8]=2[C:7]=1[Cl:15].[Li+].[BH4-].CO.[OH-].[Na+]. The catalyst is CCOCC. The product is [Cl:15][C:7]1[C:8]2[CH:14]=[CH:13][CH:12]=[CH:11][C:9]=2[S:10][C:6]=1[CH2:5][CH2:4][CH2:3][OH:2]. The yield is 0.790. (6) The reactants are [F:1][C:2]1[CH:3]=[C:4]([N+:9]([O-:11])=[O:10])[CH:5]=[CH:6][C:7]=1F.C(=O)([O-])[O-].[K+].[K+].[OH:18][CH:19]1[CH2:24][CH2:23][NH:22][CH2:21][CH2:20]1. The catalyst is CN(C)C=O.C(Cl)(Cl)Cl. The product is [F:1][C:2]1[CH:3]=[C:4]([N+:9]([O-:11])=[O:10])[CH:5]=[CH:6][C:7]=1[N:22]1[CH2:23][CH2:24][CH:19]([OH:18])[CH2:20][CH2:21]1. The yield is 0.430.